This data is from Peptide-MHC class I binding affinity with 185,985 pairs from IEDB/IMGT. The task is: Regression. Given a peptide amino acid sequence and an MHC pseudo amino acid sequence, predict their binding affinity value. This is MHC class I binding data. (1) The peptide sequence is SPRSRNRSF. The MHC is HLA-A03:01 with pseudo-sequence HLA-A03:01. The binding affinity (normalized) is 0.0847. (2) The peptide sequence is ILSQEQEGCY. The MHC is Mamu-B17 with pseudo-sequence Mamu-B17. The binding affinity (normalized) is 0. (3) The peptide sequence is RGRIGRTYL. The MHC is HLA-A26:01 with pseudo-sequence HLA-A26:01. The binding affinity (normalized) is 0.0847. (4) The peptide sequence is IEELFYSYAT. The MHC is HLA-B18:01 with pseudo-sequence HLA-B18:01. The binding affinity (normalized) is 0.384. (5) The peptide sequence is IRQIINTWHKV. The MHC is Mamu-B08 with pseudo-sequence Mamu-B08. The binding affinity (normalized) is 0.395. (6) The peptide sequence is YTFEPHYFY. The MHC is HLA-B51:01 with pseudo-sequence HLA-B51:01. The binding affinity (normalized) is 0.0847. (7) The peptide sequence is GELDRWEKI. The MHC is HLA-B57:01 with pseudo-sequence HLA-B57:01. The binding affinity (normalized) is 0.